Task: Predict the reactants needed to synthesize the given product.. Dataset: Full USPTO retrosynthesis dataset with 1.9M reactions from patents (1976-2016) (1) Given the product [OH:18][C:17]1[C:19]([O:20][CH3:21])=[CH:22][C:12]([CH:11]=[C:5]2[C:4](=[O:7])[CH:3]=[C:2]([CH3:1])[O:6]2)=[CH:13][C:14]=1[O:15][CH3:16], predict the reactants needed to synthesize it. The reactants are: [CH3:1][C:2]1[O:6][CH2:5][C:4](=[O:7])[CH:3]=1.[Cl-].[Ca+2].[Cl-].[CH:11](=O)[C:12]1[CH:22]=[C:19]([O:20][CH3:21])[C:17]([OH:18])=[C:14]([O:15][CH3:16])[CH:13]=1.B(OC(CC)C)(OC(CC)C)OC(CC)C. (2) Given the product [C:19]([O:18][C:16]([N:13]1[CH2:14][CH2:15][CH:10]([C:9]2[O:8][CH:7]=[N:6][C:5]=2[C:3]([OH:4])=[O:2])[CH2:11][CH2:12]1)=[O:17])([CH3:22])([CH3:20])[CH3:21], predict the reactants needed to synthesize it. The reactants are: C[O:2][C:3]([C:5]1[N:6]=[CH:7][O:8][C:9]=1[CH:10]1[CH2:15][CH2:14][N:13]([C:16]([O:18][C:19]([CH3:22])([CH3:21])[CH3:20])=[O:17])[CH2:12][CH2:11]1)=[O:4].[OH-].[Na+]. (3) Given the product [CH3:25][CH:13]1[C:14]2[CH:15]=[CH:16][CH:17]=[CH:18][C:19]=2[C:20]2[S:24][CH:23]=[CH:22][C:21]=2[N:12]1[S:9]([C:6]1[CH:7]=[CH:8][C:3]([OH:2])=[CH:4][CH:5]=1)(=[O:11])=[O:10], predict the reactants needed to synthesize it. The reactants are: C[O:2][C:3]1[CH:8]=[CH:7][C:6]([S:9]([N:12]2[C:21]3[CH:22]=[CH:23][S:24][C:20]=3[C:19]3[CH:18]=[CH:17][CH:16]=[CH:15][C:14]=3[CH:13]2[CH3:25])(=[O:11])=[O:10])=[CH:5][CH:4]=1.B(Cl)(Cl)Cl. (4) Given the product [CH2:37]([C:34]1[CH:35]=[CH:36][C:31](/[CH:30]=[CH:29]/[C:26]2[O:27][CH:28]=[C:24]([CH2:23][O:21][C:18]3[CH:17]=[CH:16][C:15]([CH2:14][CH2:13][CH2:12][CH2:11][N:7]4[CH:8]=[CH:9][N:10]=[C:6]4[CH2:5][CH2:4][OH:3])=[CH:20][CH:19]=3)[N:25]=2)=[CH:32][CH:33]=1)[CH3:38], predict the reactants needed to synthesize it. The reactants are: [H-].[Na+].[OH:3][CH2:4][CH2:5][C:6]1[N:7]([CH2:11][CH2:12][CH2:13][CH2:14][C:15]2[CH:20]=[CH:19][C:18]([OH:21])=[CH:17][CH:16]=2)[CH:8]=[CH:9][N:10]=1.Cl[CH2:23][C:24]1[N:25]=[C:26](/[CH:29]=[CH:30]/[C:31]2[CH:36]=[CH:35][C:34]([CH2:37][CH3:38])=[CH:33][CH:32]=2)[O:27][CH:28]=1.O. (5) Given the product [CH3:1][C:2]1[CH:7]=[C:6]([CH3:8])[CH:5]=[C:4]([CH3:9])[C:3]=1[N:10]=[C:11]([C:13]1[CH:18]=[CH:17][CH:16]=[C:15]([C:19](=[N:29][C:28]2[CH:30]=[C:31]([C:33]([CH3:35])([CH3:34])[CH3:36])[CH:32]=[C:26]([C:22]([CH3:25])([CH3:24])[CH3:23])[CH:27]=2)[CH3:20])[N:14]=1)[CH3:12], predict the reactants needed to synthesize it. The reactants are: [CH3:1][C:2]1[CH:7]=[C:6]([CH3:8])[CH:5]=[C:4]([CH3:9])[C:3]=1[N:10]=[C:11]([C:13]1[CH:18]=[CH:17][CH:16]=[C:15]([C:19](=O)[CH3:20])[N:14]=1)[CH3:12].[C:22]([C:26]1[CH:27]=[C:28]([CH:30]=[C:31]([C:33]([CH3:36])([CH3:35])[CH3:34])[CH:32]=1)[NH2:29])([CH3:25])([CH3:24])[CH3:23]. (6) Given the product [NH2:36][C:32]1[CH:31]=[C:30]([C:28]#[C:29][C:2]2[N:6]3[N:7]=[C:8]([C:11]4[CH:12]=[CH:13][C:14]([C:15]([N:17]5[CH2:22][CH2:21][N:20]([CH3:23])[C:19](=[O:24])[CH2:18]5)=[O:16])=[CH:25][CH:26]=4)[CH:9]=[CH:10][C:5]3=[N:4][CH:3]=2)[CH:35]=[CH:34][N:33]=1, predict the reactants needed to synthesize it. The reactants are: I[C:2]1[N:6]2[N:7]=[C:8]([C:11]3[CH:26]=[CH:25][C:14]([C:15]([N:17]4[CH2:22][CH2:21][N:20]([CH3:23])[C:19](=[O:24])[CH2:18]4)=[O:16])=[CH:13][CH:12]=3)[CH:9]=[CH:10][C:5]2=[N:4][CH:3]=1.Cl.[C:28]([C:30]1[CH:35]=[CH:34][N:33]=[C:32]([NH2:36])[CH:31]=1)#[CH:29]. (7) The reactants are: CC(C)=O.[OH:5][C:6]1[CH:7]=[C:8]([CH:27]=[CH:28][C:29]=1[O:30][CH3:31])/[CH:9]=[C:10]1\[CH2:11][O:12][C:13]2[C:18]([C:19]\1=[O:20])=[C:17]([O:21][CH3:22])[C:16]([O:23][CH3:24])=[C:15]([O:25][CH3:26])[CH:14]=2.Cl.Cl[CH2:34][CH2:35][N:36]1[CH2:40][CH2:39][CH2:38][CH2:37]1.C([O-])([O-])=O.[K+].[K+]. Given the product [CH3:22][O:21][C:17]1[C:16]([O:23][CH3:24])=[C:15]([O:25][CH3:26])[CH:14]=[C:13]2[C:18]=1[C:19](=[O:20])/[C:10](=[CH:9]/[C:8]1[CH:27]=[CH:28][C:29]([O:30][CH3:31])=[C:6]([O:5][CH2:34][CH2:35][N:36]3[CH2:40][CH2:39][CH2:38][CH2:37]3)[CH:7]=1)/[CH2:11][O:12]2, predict the reactants needed to synthesize it. (8) Given the product [ClH:36].[NH2:9][CH2:10][CH2:11][C:12]([O:14][C@H:15]1[CH2:32][CH2:31][C@@:30]2([CH3:33])[CH:17](/[C:18](=[N:37]/[OH:38])/[CH2:19][C@@H:20]3[C@@H:29]2[CH2:28][CH2:27][C@@:25]2([CH3:26])[C@H:21]3[CH2:22][CH2:23][C:24]2=[O:34])[CH2:16]1)=[O:13], predict the reactants needed to synthesize it. The reactants are: C(O)(=O)/C=C/C(O)=O.[NH2:9][CH2:10][CH2:11][C:12]([O:14][C@H:15]1[CH2:32][CH2:31][C@@:30]2([CH3:33])[CH:17]([C:18](=O)[CH2:19][C@@H:20]3[C@@H:29]2[CH2:28][CH2:27][C@@:25]2([CH3:26])[C@H:21]3[CH2:22][CH2:23][C:24]2=[O:34])[CH2:16]1)=[O:13].[ClH:36].[NH2:37][OH:38]. (9) Given the product [Br:23][CH2:1][C:2]1[C:3]([F:22])=[C:4]([F:21])[C:5]([C:10]2[C:15]([F:16])=[C:14]([F:17])[C:13]([F:18])=[C:12]([F:19])[C:11]=2[F:20])=[C:6]([F:9])[C:7]=1[F:8], predict the reactants needed to synthesize it. The reactants are: [CH3:1][C:2]1[C:7]([F:8])=[C:6]([F:9])[C:5]([C:10]2[C:15]([F:16])=[C:14]([F:17])[C:13]([F:18])=[C:12]([F:19])[C:11]=2[F:20])=[C:4]([F:21])[C:3]=1[F:22].[Br:23]N1C(=O)CCC1=O.CC(N=NC(C#N)(C)C)(C#N)C. (10) Given the product [CH3:20][O:19][C:5]1[CH:4]=[C:3]([CH2:1][NH:26][CH2:21][CH2:22][CH:23]([CH3:25])[CH3:24])[CH:18]=[CH:17][C:6]=1[O:7][C:8]1[CH:16]=[CH:15][C:11]([C:12]([NH2:14])=[O:13])=[CH:10][N:9]=1, predict the reactants needed to synthesize it. The reactants are: [CH:1]([C:3]1[CH:18]=[CH:17][C:6]([O:7][C:8]2[CH:16]=[CH:15][C:11]([C:12]([NH2:14])=[O:13])=[CH:10][N:9]=2)=[C:5]([O:19][CH3:20])[CH:4]=1)=O.[CH2:21]([NH2:26])[CH2:22][CH:23]([CH3:25])[CH3:24].